From a dataset of Full USPTO retrosynthesis dataset with 1.9M reactions from patents (1976-2016). Predict the reactants needed to synthesize the given product. (1) Given the product [C:28]([C:22]1([C:25](=[O:26])[NH:9][C:6]2[CH:7]=[N:8][C:3]([C:2]([F:1])([F:10])[F:11])=[CH:4][CH:5]=2)[CH2:23][CH2:24][N:19]([C:17]([O:16][C:12]([CH3:13])([CH3:14])[CH3:15])=[O:18])[CH2:20][CH2:21]1)#[N:29], predict the reactants needed to synthesize it. The reactants are: [F:1][C:2]([F:11])([F:10])[C:3]1[N:8]=[CH:7][C:6]([NH2:9])=[CH:5][CH:4]=1.[C:12]([O:16][C:17]([N:19]1[CH2:24][CH2:23][C:22]([C:28]#[N:29])([C:25](O)=[O:26])[CH2:21][CH2:20]1)=[O:18])([CH3:15])([CH3:14])[CH3:13].CN(C(ON1N=NC2C=CC=NC1=2)=[N+](C)C)C.F[P-](F)(F)(F)(F)F.CCN(C(C)C)C(C)C. (2) The reactants are: Br[C:2]1[CH:3]=[CH:4][C:5]2[C:6]3[CH2:16][N:15]([C:17]([O:19][C:20]([CH3:23])([CH3:22])[CH3:21])=[O:18])[CH2:14][CH2:13][CH2:12][C:7]=3[N:8]([CH3:11])[C:9]=2[CH:10]=1.[Cl:24][C:25]1[CH:26]=[CH:27][C:28]([CH2:31][O:32][C:33]2[CH:38]=[CH:37][NH:36][C:35](=[O:39])[CH:34]=2)=[N:29][CH:30]=1. Given the product [Cl:24][C:25]1[CH:26]=[CH:27][C:28]([CH2:31][O:32][C:33]2[CH:38]=[CH:37][N:36]([C:2]3[CH:3]=[CH:4][C:5]4[C:6]5[CH2:16][N:15]([C:17]([O:19][C:20]([CH3:23])([CH3:22])[CH3:21])=[O:18])[CH2:14][CH2:13][CH2:12][C:7]=5[N:8]([CH3:11])[C:9]=4[CH:10]=3)[C:35](=[O:39])[CH:34]=2)=[N:29][CH:30]=1, predict the reactants needed to synthesize it. (3) Given the product [C:47]([C:44]1[CH:45]=[C:46]2[C:41](=[CH:42][C:43]=1[O:49][CH2:50][C:51]1[CH:56]=[CH:55][CH:54]=[CH:53][CH:52]=1)[N:40]=[CH:39][CH:38]=[C:37]2[O:17][C:18]1[CH:23]=[CH:22][C:21]([NH:24][C:25]([NH:27][C:28]2[CH:33]=[CH:32][C:31]([O:34][CH3:35])=[CH:30][CH:29]=2)=[O:26])=[CH:20][CH:19]=1)#[N:48], predict the reactants needed to synthesize it. The reactants are: CN1CCCC1=O.C(N(C(C)C)CC)(C)C.[OH:17][C:18]1[CH:23]=[CH:22][C:21]([NH:24][C:25]([NH:27][C:28]2[CH:33]=[CH:32][C:31]([O:34][CH3:35])=[CH:30][CH:29]=2)=[O:26])=[CH:20][CH:19]=1.Cl[C:37]1[C:46]2[C:41](=[CH:42][C:43]([O:49][CH2:50][C:51]3[CH:56]=[CH:55][CH:54]=[CH:53][CH:52]=3)=[C:44]([C:47]#[N:48])[CH:45]=2)[N:40]=[CH:39][CH:38]=1. (4) The reactants are: [Cl:1][CH2:2][CH2:3][CH2:4][S:5]([O:8][CH2:9][C:10]([CH3:24])([CH3:23])[C@@H:11]([O:15][Si:16]([CH3:22])([CH3:21])[C:17]([CH3:20])([CH3:19])[CH3:18])[C:12]([OH:14])=[O:13])(=[O:7])=[O:6].[CH3:25][CH:26]([O:28][C:29]([O:31][CH:32](Cl)[CH:33]([CH3:35])[CH3:34])=[O:30])[CH3:27]. Given the product [Cl:1][CH2:2][CH2:3][CH2:4][S:5]([O:8][CH2:9][C:10]([CH3:24])([CH3:23])[C@@H:11]([O:15][Si:16]([CH3:22])([CH3:21])[C:17]([CH3:19])([CH3:18])[CH3:20])[C:12]([O:14][CH:32]([O:31][C:29]([O:28][CH:26]([CH3:27])[CH3:25])=[O:30])[CH:33]([CH3:35])[CH3:34])=[O:13])(=[O:7])=[O:6], predict the reactants needed to synthesize it. (5) Given the product [C:13]1([CH2:19][CH2:20][CH2:21][CH2:22][O:23][CH2:24][CH2:25][CH2:26][CH2:27][CH2:28][CH2:29][N:30]=[C:2]=[O:4])[CH:18]=[CH:17][CH:16]=[CH:15][CH:14]=1, predict the reactants needed to synthesize it. The reactants are: Cl[C:2](Cl)([O:4]C(=O)OC(Cl)(Cl)Cl)Cl.[C:13]1([CH2:19][CH2:20][CH2:21][CH2:22][O:23][CH2:24][CH2:25][CH2:26][CH2:27][CH2:28][CH2:29][NH2:30])[CH:18]=[CH:17][CH:16]=[CH:15][CH:14]=1.CCN(C(C)C)C(C)C. (6) Given the product [C:12]([O:11][C:9]([NH:16][C@H:19]1[C@@H:23]([CH2:24][F:25])[CH2:22][N:21]([C@@H:26]([C:28]2[CH:33]=[CH:32][CH:31]=[CH:30][CH:29]=2)[CH3:27])[C:20]1=[O:34])=[O:10])([CH3:13])([CH3:14])[CH3:15], predict the reactants needed to synthesize it. The reactants are: [C:9](O[C:9]([O:11][C:12]([CH3:15])([CH3:14])[CH3:13])=[O:10])([O:11][C:12]([CH3:15])([CH3:14])[CH3:13])=[O:10].[N:16]([C@H:19]1[C@@H:23]([CH2:24][F:25])[CH2:22][N:21]([C@@H:26]([C:28]2[CH:33]=[CH:32][CH:31]=[CH:30][CH:29]=2)[CH3:27])[C:20]1=[O:34])=[N+]=[N-]. (7) Given the product [Cl:39][C:36]1[CH:37]=[CH:38][C:33]([C@H:17]([NH:16][C:2]2[C:3]3[N:11]=[CH:10][CH:9]=[C:8]([C:12]([NH2:14])=[O:13])[C:4]=3[N:5]=[CH:6][N:7]=2)[CH2:18][NH:19][CH3:32])=[CH:34][C:35]=1[CH3:40], predict the reactants needed to synthesize it. The reactants are: O[C:2]1[C:3]2[N:11]=[CH:10][CH:9]=[C:8]([C:12]([NH2:14])=[O:13])[C:4]=2[N:5]=[CH:6][N:7]=1.Cl.[NH2:16][C@@H:17]([C:33]1[CH:38]=[CH:37][C:36]([Cl:39])=[C:35]([CH3:40])[CH:34]=1)[CH2:18][N:19]([CH3:32])S(C1C=CC([N+]([O-])=O)=CC=1)(=O)=O.